Dataset: Catalyst prediction with 721,799 reactions and 888 catalyst types from USPTO. Task: Predict which catalyst facilitates the given reaction. (1) Reactant: [N:1]1[NH:2][N:3]=[N:4][C:5]=1[C:6]1[CH:7]=[C:8]([C:12]2[N:13]=[C:14](Cl)[C:15]3[C:16](=[CH:18][N:19](CC4C=CC(OC)=CC=4)[N:20]=3)[N:17]=2)[CH:9]=[CH:10][CH:11]=1.[CH3:31][N:32]1[CH2:37][CH2:36][N:35]([C:38]2[CH:44]=[CH:43][C:41]([NH2:42])=[CH:40][CH:39]=2)[CH2:34][CH2:33]1.Cl. Product: [N:1]1[NH:2][N:3]=[N:4][C:5]=1[C:6]1[CH:7]=[C:8]([C:12]2[N:13]=[C:14]([NH:42][C:41]3[CH:40]=[CH:39][C:38]([N:35]4[CH2:34][CH2:33][N:32]([CH3:31])[CH2:37][CH2:36]4)=[CH:44][CH:43]=3)[C:15]3[NH:20][N:19]=[CH:18][C:16]=3[N:17]=2)[CH:9]=[CH:10][CH:11]=1. The catalyst class is: 71. (2) Product: [CH3:16][S:17]([O:14][C@H:12]([C:9]1[CH:8]=[C:7]([C:3]2[CH:2]=[C:1]([CH3:15])[CH:6]=[CH:5][CH:4]=2)[O:11][N:10]=1)[CH3:13])(=[O:19])=[O:18]. The catalyst class is: 34. Reactant: [C:1]1([CH3:15])[CH:6]=[CH:5][CH:4]=[C:3]([C:7]2[O:11][N:10]=[C:9]([C@@H:12]([OH:14])[CH3:13])[CH:8]=2)[CH:2]=1.[CH3:16][S:17](Cl)(=[O:19])=[O:18]. (3) Reactant: [CH2:1]([C:8]1[C:17]2[C:12](=[CH:13][CH:14]=[CH:15][CH:16]=2)[C:11](Cl)=[N:10][N:9]=1)[C:2]1[CH:7]=[CH:6][CH:5]=[CH:4][CH:3]=1.[NH:19]1[CH2:24][CH2:23][NH:22][CH2:21][CH2:20]1.CN1C(=O)CCC1.C(N(CC)CC)C. Product: [CH2:1]([C:8]1[C:17]2[C:12](=[CH:13][CH:14]=[CH:15][CH:16]=2)[C:11]([N:19]2[CH2:24][CH2:23][NH:22][CH2:21][CH2:20]2)=[N:10][N:9]=1)[C:2]1[CH:7]=[CH:6][CH:5]=[CH:4][CH:3]=1. The catalyst class is: 4. (4) Reactant: C([O:3][C:4](=O)[CH2:5][CH2:6][CH2:7][CH2:8][C:9]1[CH:14]=[CH:13][N:12]=[CH:11][CH:10]=1)C. Product: [N:12]1[CH:13]=[CH:14][C:9]([CH2:8][CH2:7][CH2:6][CH2:5][CH2:4][OH:3])=[CH:10][CH:11]=1. The catalyst class is: 11. (5) Reactant: [CH3:1][O:2][C:3]1[CH:4]=[C:5]([OH:11])[CH:6]=[C:7]([O:9][CH3:10])[CH:8]=1.[CH2:12]=[O:13].C(N(CC)CC)C.[Mg+2].[Cl-].[Cl-].Cl. Product: [CH3:10][O:9][C:7]1[CH:8]=[C:3]([O:2][CH3:1])[C:4]([CH:12]=[O:13])=[C:5]([OH:11])[CH:6]=1. The catalyst class is: 20. (6) The catalyst class is: 21. Reactant: [CH2:1]([O:8][C:9]1[CH:10]=[CH:11][C:12]([CH:15]=[O:16])=[N:13][CH:14]=1)[C:2]1[CH:7]=[CH:6][CH:5]=[CH:4][CH:3]=1.O.S(=O)(=O)([OH:20])N.Cl([O-])=O.[Na+]. Product: [CH2:1]([O:8][C:9]1[CH:10]=[CH:11][C:12]([C:15]([OH:20])=[O:16])=[N:13][CH:14]=1)[C:2]1[CH:3]=[CH:4][CH:5]=[CH:6][CH:7]=1. (7) Reactant: CS([O:5][C@@H:6]1[CH2:10][CH2:9][N:8]([CH:11]2[CH2:16][CH2:15][N:14]([C:17]([O:19][C:20]([CH3:23])([CH3:22])[CH3:21])=[O:18])[CH2:13][CH2:12]2)[C:7]1=[O:24])(=O)=O.[F:25][C:26]1[CH:27]=[C:28]([CH:33]=[CH:34][C:35]=1O)[C:29]([O:31][CH3:32])=[O:30].C([O-])([O-])=O.[K+].[K+]. Product: [F:25][C:26]1[CH:27]=[C:28]([C:29]([O:31][CH3:32])=[O:30])[CH:33]=[CH:34][C:35]=1[O:5][C@H:6]1[CH2:10][CH2:9][N:8]([CH:11]2[CH2:16][CH2:15][N:14]([C:17]([O:19][C:20]([CH3:23])([CH3:22])[CH3:21])=[O:18])[CH2:13][CH2:12]2)[C:7]1=[O:24]. The catalyst class is: 16. (8) Reactant: B.C1COCC1.C(O[C:12]([N:14]1[CH2:19][CH2:18][N:17]([C:20]([O:22][C:23]([CH3:26])([CH3:25])[CH3:24])=[O:21])[CH2:16][CH:15]1[C:27]([OH:29])=O)=[O:13])(C)(C)C.[H-].[Na+]. Product: [O:13]=[C:12]1[N:14]2[CH2:19][CH2:18][N:17]([C:20]([O:22][C:23]([CH3:24])([CH3:25])[CH3:26])=[O:21])[CH2:16][CH:15]2[CH2:27][O:29]1. The catalyst class is: 1.